From a dataset of Forward reaction prediction with 1.9M reactions from USPTO patents (1976-2016). Predict the product of the given reaction. (1) Given the reactants [CH2:1]=[C:2]1[CH2:7][CH2:6][N:5]([C:8]([O:10][C:11]([CH3:14])([CH3:13])[CH3:12])=[O:9])[CH2:4][CH2:3]1.C12BC(CCC1)CCC2.C1COCC1.[Cl:29][C:30]1[N:31]=[N:32][C:33](Cl)=[CH:34][CH:35]=1.C([O-])([O-])=O.[K+].[K+], predict the reaction product. The product is: [Cl:29][C:30]1[N:31]=[N:32][C:33]([CH2:1][CH:2]2[CH2:7][CH2:6][N:5]([C:8]([O:10][C:11]([CH3:14])([CH3:13])[CH3:12])=[O:9])[CH2:4][CH2:3]2)=[CH:34][CH:35]=1. (2) Given the reactants Cl.[CH2:2]([O:9][C:10]1[CH:19]=[CH:18][CH:17]=[C:16]2[C:11]=1[CH2:12][CH2:13][CH2:14][CH:15]2[C:20]([N:22]([C:29]1[CH:30]=[N:31][C:32]([CH:35]([CH3:37])[CH3:36])=[CH:33][CH:34]=1)[CH2:23][C:24]1[CH:25]=[N:26][NH:27][CH:28]=1)=[O:21])[C:3]1[CH:8]=[CH:7][CH:6]=[CH:5][CH:4]=1.Cl[CH2:39][C:40]1[CH:45]=[CH:44][C:43]([CH3:46])=[CH:42][N:41]=1, predict the reaction product. The product is: [CH2:2]([O:9][C:10]1[CH:19]=[CH:18][CH:17]=[C:16]2[C:11]=1[CH2:12][CH2:13][CH2:14][CH:15]2[C:20]([N:22]([C:29]1[CH:30]=[N:31][C:32]([CH:35]([CH3:37])[CH3:36])=[CH:33][CH:34]=1)[CH2:23][C:24]1[CH:25]=[N:26][N:27]([CH2:39][C:40]2[CH:45]=[CH:44][C:43]([CH3:46])=[CH:42][N:41]=2)[CH:28]=1)=[O:21])[C:3]1[CH:8]=[CH:7][CH:6]=[CH:5][CH:4]=1. (3) Given the reactants COC1C=CC(C=O)=C([O:11][CH2:12][C:13]2[CH:18]=[C:17]([O:19][CH2:20][CH2:21][CH2:22][CH2:23][CH2:24][CH2:25][CH2:26][CH2:27][CH2:28][CH2:29][CH2:30][CH2:31][CH2:32][CH2:33][CH2:34][CH2:35][CH2:36][CH3:37])[C:16]([O:38][CH2:39][CH2:40][CH2:41][CH2:42][CH2:43][CH2:44][CH2:45][CH2:46][CH2:47][CH2:48][CH2:49][CH2:50][CH2:51][CH2:52][CH2:53][CH2:54][CH2:55][CH3:56])=[C:15]([O:57][CH2:58][CH2:59][CH2:60][CH2:61][CH2:62][CH2:63][CH2:64][CH2:65][CH2:66][CH2:67][CH2:68][CH2:69][CH2:70][CH2:71][CH2:72][CH2:73][CH2:74][CH3:75])[CH:14]=2)C=1.N1C=CC=CC=1.[C:82]1([CH3:92])[CH:87]=[CH:86][C:85]([S:88](Cl)(=[O:90])=[O:89])=[CH:84][CH:83]=1, predict the reaction product. The product is: [S:88]([C:85]1[CH:86]=[CH:87][C:82]([CH3:92])=[CH:83][CH:84]=1)([O:11][CH2:12][CH:13]1[CH2:14][CH:15]([O:57][CH2:58][CH2:59][CH2:60][CH2:61][CH2:62][CH2:63][CH2:64][CH2:65][CH2:66][CH2:67][CH2:68][CH2:69][CH2:70][CH2:71][CH2:72][CH2:73][CH2:74][CH3:75])[CH:16]([O:38][CH2:39][CH2:40][CH2:41][CH2:42][CH2:43][CH2:44][CH2:45][CH2:46][CH2:47][CH2:48][CH2:49][CH2:50][CH2:51][CH2:52][CH2:53][CH2:54][CH2:55][CH3:56])[CH:17]([O:19][CH2:20][CH2:21][CH2:22][CH2:23][CH2:24][CH2:25][CH2:26][CH2:27][CH2:28][CH2:29][CH2:30][CH2:31][CH2:32][CH2:33][CH2:34][CH2:35][CH2:36][CH3:37])[CH2:18]1)(=[O:90])=[O:89]. (4) Given the reactants [C:1]([CH2:3][N:4]1[CH2:8][CH2:7][N:6]([CH2:9][C:10]#[N:11])[CH:5]1[C:12]1[CH:17]=[CH:16][CH:15]=[CH:14][CH:13]=1)#[N:2].[CH2:18]1[CH2:22]O[CH2:20][CH2:19]1, predict the reaction product. The product is: [CH:20](=[N:11][CH2:10][CH2:9][N:6]1[CH2:7][CH2:8][N:4]([CH2:3][CH2:1][N:2]=[CH:22][C:18]2[CH:16]=[CH:15][CH:14]=[CH:20][CH:19]=2)[CH:5]1[C:12]1[CH:17]=[CH:16][CH:15]=[CH:14][CH:13]=1)[C:19]1[CH:13]=[CH:12][CH:5]=[CH:22][CH:18]=1.